Dataset: Forward reaction prediction with 1.9M reactions from USPTO patents (1976-2016). Task: Predict the product of the given reaction. (1) The product is: [CH3:25][C:5]1[N:12]=[C:11]([CH2:13][O:14][Si:15]([CH:22]([CH3:24])[CH3:23])([CH:19]([CH3:21])[CH3:20])[CH:16]([CH3:18])[CH3:17])[CH:10]=[CH:9][C:6]=1[C:7]#[N:8]. Given the reactants CS([C:5]1[N:12]=[C:11]([CH2:13][O:14][Si:15]([CH:22]([CH3:24])[CH3:23])([CH:19]([CH3:21])[CH3:20])[CH:16]([CH3:18])[CH3:17])[CH:10]=[CH:9][C:6]=1[C:7]#[N:8])(=O)=O.[CH3:25][Mg]Br.[Cl-].[NH4+].O, predict the reaction product. (2) Given the reactants [CH2:1]([O:8][C:9]1[C:10]([CH2:24][CH3:25])=[C:11]([CH:17]([C:19]2[NH:20][CH:21]=[CH:22][N:23]=2)O)[C:12]([CH2:15][CH3:16])=[CH:13][CH:14]=1)[C:2]1[CH:7]=[CH:6][CH:5]=[CH:4][CH:3]=1.C([SiH](CC)CC)C.FC(F)(F)C(O)=O, predict the reaction product. The product is: [CH2:1]([O:8][C:9]1[C:10]([CH2:24][CH3:25])=[C:11]([C:12]([CH2:15][CH3:16])=[CH:13][CH:14]=1)[CH2:17][C:19]1[NH:20][CH:21]=[CH:22][N:23]=1)[C:2]1[CH:3]=[CH:4][CH:5]=[CH:6][CH:7]=1. (3) Given the reactants [C:1]1([C@H:7]([O:9][C:10]2[C:19]3[C:14](=[CH:15][CH:16]=[CH:17][CH:18]=3)[C:13]([C:20]3[C:29]4[C:24](=[CH:25][CH:26]=[CH:27][CH:28]=4)[CH:23]=[CH:22][C:21]=3[OH:30])=[N:12][N:11]=2)[CH3:8])[CH:6]=[CH:5][CH:4]=[CH:3][CH:2]=1.N1C=CC=CC=1.[F:37][C:38]([F:51])([F:50])[S:39](O[S:39]([C:38]([F:51])([F:50])[F:37])(=[O:41])=[O:40])(=[O:41])=[O:40], predict the reaction product. The product is: [C:1]1([C@H:7]([O:9][C:10]2[C:19]3[C:14](=[CH:15][CH:16]=[CH:17][CH:18]=3)[C:13]([C:20]3[C:29]4[C:24](=[CH:25][CH:26]=[CH:27][CH:28]=4)[CH:23]=[CH:22][C:21]=3[O:30][S:39]([C:38]([F:51])([F:50])[F:37])(=[O:41])=[O:40])=[N:12][N:11]=2)[CH3:8])[CH:2]=[CH:3][CH:4]=[CH:5][CH:6]=1. (4) The product is: [CH3:44][N:45]([CH3:46])[C:41]1[CH:40]=[CH:39][C:38]([NH:34][C:26](=[O:28])[C:25]2[CH:29]=[CH:30][CH:31]=[C:23]([NH:22][C:15]3[C:16]4[C:21](=[CH:20][CH:19]=[CH:18][CH:17]=4)[C:12]4=[N:11][N:10]=[C:9]([C:6]5[CH:7]=[CH:8][C:3]([O:2][CH3:1])=[CH:4][CH:5]=5)[N:13]4[N:14]=3)[CH:24]=2)=[CH:37][CH:42]=1. Given the reactants [CH3:1][O:2][C:3]1[CH:8]=[CH:7][C:6]([C:9]2[N:13]3[N:14]=[C:15]([NH:22][C:23]4[CH:24]=[C:25]([CH:29]=[CH:30][CH:31]=4)[C:26]([OH:28])=O)[C:16]4[C:21]([C:12]3=[N:11][N:10]=2)=[CH:20][CH:19]=[CH:18][CH:17]=4)=[CH:5][CH:4]=1.O.O[N:34]1[C:38]2[CH:39]=[CH:40][CH:41]=[CH:42][C:37]=2N=N1.Cl.[CH3:44][N:45](C)[CH2:46]CCN=C=NCC.CN(C)C1C=CC=CC=1N, predict the reaction product.